Dataset: Full USPTO retrosynthesis dataset with 1.9M reactions from patents (1976-2016). Task: Predict the reactants needed to synthesize the given product. Given the product [Cl:1][C:2]1[CH:3]=[C:4]2[C:8](=[CH:9][CH:10]=1)[NH:7][CH:6]=[C:5]2[CH2:11][CH2:12][NH:13][C:14](=[O:23])[C:15]1[CH:20]=[CH:19][C:18]([CH2:21][C:26]2[CH:27]=[CH:28][CH:29]=[C:30]([O:31][CH3:32])[C:25]=2[F:24])=[CH:17][CH:16]=1, predict the reactants needed to synthesize it. The reactants are: [Cl:1][C:2]1[CH:3]=[C:4]2[C:8](=[CH:9][CH:10]=1)[NH:7][CH:6]=[C:5]2[CH2:11][CH2:12][NH:13][C:14](=[O:23])[C:15]1[CH:20]=[CH:19][C:18]([CH2:21]Cl)=[CH:17][CH:16]=1.[F:24][C:25]1[C:30]([O:31][CH3:32])=[CH:29][CH:28]=[CH:27][C:26]=1B(O)O.ClCCl.C(=O)([O-])[O-].[Na+].[Na+].[I-].[Na+].